This data is from Retrosynthesis with 50K atom-mapped reactions and 10 reaction types from USPTO. The task is: Predict the reactants needed to synthesize the given product. (1) Given the product CC(C)OC(=O)c1ccc(I)cc1, predict the reactants needed to synthesize it. The reactants are: CC(C)O.O=C(O)c1ccc(I)cc1. (2) Given the product CCN(CC)C(=O)c1cc(OC)ccc1OC, predict the reactants needed to synthesize it. The reactants are: CCNCC.COc1ccc(OC)c(C(=O)O)c1. (3) Given the product Cc1ccc(C(=O)N2CCN(c3nc4cc(F)cc(F)c4c(Nc4cncc(N5CCOCC5)c4)c3C)CC2)o1, predict the reactants needed to synthesize it. The reactants are: Cc1c(N2CCNCC2)nc2cc(F)cc(F)c2c1Nc1cncc(N2CCOCC2)c1.Cc1ccc(C(=O)Cl)o1. (4) Given the product Nc1cnn(-c2ccc(F)cc2)c1, predict the reactants needed to synthesize it. The reactants are: O=[N+]([O-])c1cnn(-c2ccc(F)cc2)c1. (5) Given the product COc1cc2ncnc(Nc3ccc(F)c(Cl)c3)c2cc1O, predict the reactants needed to synthesize it. The reactants are: COc1cc2ncnc(Nc3ccc(F)c(Cl)c3)c2cc1OC(C)=O. (6) The reactants are: [N-]=[N+]=NCC(=O)c1ccccn1. Given the product [N-]=[N+]=NC[C@H](O)c1ccccn1, predict the reactants needed to synthesize it. (7) Given the product COCCN(C(=O)c1cc(-c2ccc(OCc3ccccc3)cc2)c(=O)n2ccc3ccsc3c12)c1cc(C)ns1, predict the reactants needed to synthesize it. The reactants are: COCCNc1cc(C)ns1.O=C(O)c1cc(-c2ccc(OCc3ccccc3)cc2)c(=O)n2ccc3ccsc3c12.